From a dataset of Catalyst prediction with 721,799 reactions and 888 catalyst types from USPTO. Predict which catalyst facilitates the given reaction. (1) Reactant: [C:1]([CH:7]([OH:13])[CH2:8][CH:9]([OH:12])[CH2:10][OH:11])(=[O:6])[C:2]([CH3:5])([CH3:4])[CH3:3].N1C=CN=C1.[Si:19](Cl)([C:22]([CH3:25])([CH3:24])[CH3:23])([CH3:21])[CH3:20]. Product: [Si:19]([CH:10]([OH:11])[CH:9]([OH:12])[CH2:8][CH:7]([C:1](=[O:6])[C:2]([CH3:5])([CH3:4])[CH3:3])[OH:13])([C:22]([CH3:25])([CH3:24])[CH3:23])([CH3:21])[CH3:20]. The catalyst class is: 34. (2) Reactant: Cl[Si:2]([CH2:5][CH2:6][CH2:7][Cl:8])([CH3:4])[CH3:3].[CH2:9]1[CH2:13]O[CH2:11][CH2:10]1.[C:14]([Cu])#N. Product: [Cl:8][CH2:7][CH2:6][CH2:5][Si:2]([CH:9]1[CH:13]=[CH:14][CH:11]=[CH:10]1)([CH3:4])[CH3:3]. The catalyst class is: 28. (3) Reactant: [OH:1][C:2]1[CH:3]=[C:4]2[C:8](=[CH:9][CH:10]=1)[N:7]1[CH2:11][CH2:12][CH2:13][CH:14]([CH2:15][C:16]([O:18][CH2:19][CH3:20])=[O:17])[C:6]1=[CH:5]2.C(=O)([O-])[O-].[Cs+].[Cs+].Cl[CH2:28][C:29]1[CH:34]=[CH:33][C:32]([CH:35]2[CH2:39][CH2:38][CH2:37][CH2:36]2)=[C:31]([C:40]([F:43])([F:42])[F:41])[CH:30]=1. Product: [CH:35]1([C:32]2[CH:33]=[CH:34][C:29]([CH2:28][O:1][C:2]3[CH:3]=[C:4]4[C:8](=[CH:9][CH:10]=3)[N:7]3[CH2:11][CH2:12][CH2:13][CH:14]([CH2:15][C:16]([O:18][CH2:19][CH3:20])=[O:17])[C:6]3=[CH:5]4)=[CH:30][C:31]=2[C:40]([F:41])([F:42])[F:43])[CH2:36][CH2:37][CH2:38][CH2:39]1. The catalyst class is: 3.